From a dataset of Full USPTO retrosynthesis dataset with 1.9M reactions from patents (1976-2016). Predict the reactants needed to synthesize the given product. Given the product [C:7]([O:11][C:12]([N:13]1[CH2:25][C:24](=[O:27])[N:16]([C:17]2[CH:22]=[CH:21][CH:20]=[CH:19][C:18]=2[Cl:23])[CH2:15][C:14]1([CH3:29])[CH3:28])=[O:30])([CH3:10])([CH3:9])[CH3:8], predict the reactants needed to synthesize it. The reactants are: CC(C)([O-])C.[K+].[C:7]([O:11][C:12](=[O:30])[NH:13][C:14]([CH3:29])([CH3:28])[CH2:15][N:16]([C:24](=[O:27])[CH2:25]Br)[C:17]1[CH:22]=[CH:21][CH:20]=[CH:19][C:18]=1[Cl:23])([CH3:10])([CH3:9])[CH3:8].[Cl-].[NH4+].